This data is from Reaction yield outcomes from USPTO patents with 853,638 reactions. The task is: Predict the reaction yield, written as a fraction of the theoretical maximum amount of product (1.0 means a 100% yield; for example, 0.34 means a 34% yield). (1) The reactants are [C:1]([O:5][C:6]1[CH:11]=[CH:10][C:9]([CH2:12][C@H:13]([NH:37]C(=O)OCC2C3C=CC=CC=3C3C2=CC=CC=3)[C:14]([N:16]([CH2:26][C:27]2[C:31]3=[N:32][C:33]([Cl:36])=[CH:34][CH:35]=[C:30]3[S:29][CH:28]=2)[C@@H:17]([CH3:25])[CH:18]([O:22][CH2:23][CH3:24])[O:19][CH2:20][CH3:21])=[O:15])=[CH:8][CH:7]=1)([CH3:4])([CH3:3])[CH3:2].N1CCCCC1. No catalyst specified. The product is [NH2:37][C@@H:13]([CH2:12][C:9]1[CH:10]=[CH:11][C:6]([O:5][C:1]([CH3:4])([CH3:3])[CH3:2])=[CH:7][CH:8]=1)[C:14]([N:16]([CH2:26][C:27]1[C:31]2=[N:32][C:33]([Cl:36])=[CH:34][CH:35]=[C:30]2[S:29][CH:28]=1)[C@@H:17]([CH3:25])[CH:18]([O:22][CH2:23][CH3:24])[O:19][CH2:20][CH3:21])=[O:15]. The yield is 1.19. (2) The reactants are Br[C:2]1[CH:17]=[N:16][C:5]2[NH:6][C:7](=[O:15])[N:8]([CH2:10][CH2:11][N:12]([CH3:14])[CH3:13])[CH2:9][C:4]=2[CH:3]=1.[C:18]([O:22][C:23]([CH3:26])([CH3:25])[CH3:24])(=[O:21])[CH:19]=[CH2:20].C(N(C(C)C)C(C)C)C.CC1C=CC=CC=1P(C1C=CC=CC=1C)C1C=CC=CC=1C. The catalyst is C(#N)CC.CN(C=O)C.CC([O-])=O.CC([O-])=O.[Pd+2]. The product is [C:23]([O:22][C:18](=[O:21])/[CH:19]=[CH:20]/[C:2]1[CH:17]=[N:16][C:5]2[NH:6][C:7](=[O:15])[N:8]([CH2:10][CH2:11][N:12]([CH3:14])[CH3:13])[CH2:9][C:4]=2[CH:3]=1)([CH3:26])([CH3:25])[CH3:24]. The yield is 0.540.